This data is from Reaction yield outcomes from USPTO patents with 853,638 reactions. The task is: Predict the reaction yield, written as a fraction of the theoretical maximum amount of product (1.0 means a 100% yield; for example, 0.34 means a 34% yield). (1) No catalyst specified. The reactants are FC(F)(F)C(O)=O.[CH3:8][S:9]([C:12]1[CH:33]=[CH:32][C:15]([O:16][C:17]2[N:22]=[CH:21][N:20]=[C:19]3[N:23]([CH:26]4[CH2:31][CH2:30][NH:29][CH2:28][CH2:27]4)[N:24]=[CH:25][C:18]=23)=[CH:14][CH:13]=1)(=[O:11])=[O:10].[CH2:34]([C:38]1[O:42][N:41]=[C:40]([C:43](O)=[O:44])[CH:39]=1)[CH:35]([CH3:37])[CH3:36].[B-](F)(F)(F)F.CN(C(ON1C(=O)CCC1=O)=[N+](C)C)C.C(N(C(C)C)CC)(C)C. The product is [CH2:34]([C:38]1[O:42][N:41]=[C:40]([C:43]([N:29]2[CH2:28][CH2:27][CH:26]([N:23]3[C:19]4=[N:20][CH:21]=[N:22][C:17]([O:16][C:15]5[CH:14]=[CH:13][C:12]([S:9]([CH3:8])(=[O:11])=[O:10])=[CH:33][CH:32]=5)=[C:18]4[CH:25]=[N:24]3)[CH2:31][CH2:30]2)=[O:44])[CH:39]=1)[CH:35]([CH3:37])[CH3:36]. The yield is 0.120. (2) The reactants are [Br:1][C:2]1[CH:7]=[CH:6][N+:5]([O-])=[CH:4][CH:3]=1.C[Si]([C:13]#[N:14])(C)C.C(N(CC)CC)C. The catalyst is C(#N)C. The product is [Br:1][C:2]1[CH:7]=[CH:6][N:5]=[C:4]([C:13]#[N:14])[CH:3]=1. The yield is 0.724. (3) The reactants are C([O:3][C:4]([C:6]1([C:9]2[CH:14]=[CH:13][C:12]([C:15]3[CH:20]=[CH:19][C:18]([C:21]4[S:22][C:23]([Cl:38])=[CH:24][C:25]=4[NH:26][C:27]([O:29][C@@H:30]([C:32]4[CH:37]=[CH:36][CH:35]=[CH:34][CH:33]=4)[CH3:31])=[O:28])=[CH:17][C:16]=3[NH:39][C:40]([O:42][C:43]([CH3:46])([CH3:45])[CH3:44])=[O:41])=[CH:11][CH:10]=2)[CH2:8][CH2:7]1)=[O:5])C.[OH-].[Na+].Cl. The catalyst is C(O)(C)C. The product is [C:43]([O:42][C:40]([NH:39][C:16]1[CH:17]=[C:18]([C:21]2[S:22][C:23]([Cl:38])=[CH:24][C:25]=2[NH:26][C:27]([O:29][C@@H:30]([C:32]2[CH:37]=[CH:36][CH:35]=[CH:34][CH:33]=2)[CH3:31])=[O:28])[CH:19]=[CH:20][C:15]=1[C:12]1[CH:11]=[CH:10][C:9]([C:6]2([C:4]([OH:5])=[O:3])[CH2:8][CH2:7]2)=[CH:14][CH:13]=1)=[O:41])([CH3:44])([CH3:45])[CH3:46]. The yield is 0.680. (4) The catalyst is [F-].C([N+](CCCC)(CCCC)CCCC)CCC.C1COCC1. The yield is 0.730. The reactants are [Br:1][C:2]1[CH:41]=[CH:40][C:39]([O:42][CH3:43])=[CH:38][C:3]=1[CH2:4][CH:5]1[CH2:10][CH2:9][N:8]([CH2:11][CH2:12][C:13]2[CH:14]=[C:15]([CH:35]=[CH:36][CH:37]=2)[C:16]([NH:18][CH2:19][C:20]2[CH:25]=[CH:24][CH:23]=[C:22]([CH2:26][O:27][Si](C(C)(C)C)(C)C)[CH:21]=2)=[O:17])[CH2:7][CH2:6]1. The product is [Br:1][C:2]1[CH:41]=[CH:40][C:39]([O:42][CH3:43])=[CH:38][C:3]=1[CH2:4][CH:5]1[CH2:6][CH2:7][N:8]([CH2:11][CH2:12][C:13]2[CH:14]=[C:15]([CH:35]=[CH:36][CH:37]=2)[C:16]([NH:18][CH2:19][C:20]2[CH:25]=[CH:24][CH:23]=[C:22]([CH2:26][OH:27])[CH:21]=2)=[O:17])[CH2:9][CH2:10]1. (5) The reactants are [C:1]1([C:7]2[NH:11][CH:10]=[C:9]([C:12]([O:14][CH3:15])=[O:13])[C:8]=2[CH2:16][CH2:17][CH3:18])[CH:6]=[CH:5][CH:4]=[CH:3][CH:2]=1.[H-].[Na+].[C:21]1([S:27](Cl)(=[O:29])=[O:28])[CH:26]=[CH:25][CH:24]=[CH:23][CH:22]=1. No catalyst specified. The product is [C:1]1([C:7]2[N:11]([S:27]([C:21]3[CH:26]=[CH:25][CH:24]=[CH:23][CH:22]=3)(=[O:29])=[O:28])[CH:10]=[C:9]([C:12]([O:14][CH3:15])=[O:13])[C:8]=2[CH2:16][CH2:17][CH3:18])[CH:2]=[CH:3][CH:4]=[CH:5][CH:6]=1. The yield is 0.690. (6) The reactants are C(O[C:5]1[CH:31]=[CH:30][C:8]([CH2:9][N:10]([CH2:23][C:24]2[CH:29]=CC=[CH:26][CH:25]=2)[C:11]2[C:12]([CH3:22])=[C:13]([NH:17][S:18]([CH3:21])(=[O:20])=[O:19])[CH:14]=[CH:15][CH:16]=2)=[CH:7][CH:6]=1)C=C.C[N+]1([O-])CC[O:36][CH2:35]C1.[OH:40]S([O-])=O.[Na+].[C:45]([O:48][CH2:49][CH3:50])(=O)[CH3:46]. The catalyst is CC(C)=O.O.[Os](=O)(=O)(=O)=O.N12CCN(CC1)CC2. The product is [CH2:9]([N:10]([CH2:23][C:24]1[CH:25]=[CH:26][C:45]([O:48][CH2:49][CH:50]([OH:40])[CH2:35][OH:36])=[CH:46][CH:29]=1)[C:11]1[C:12]([CH3:22])=[C:13]([NH:17][S:18]([CH3:21])(=[O:19])=[O:20])[CH:14]=[CH:15][CH:16]=1)[C:8]1[CH:7]=[CH:6][CH:5]=[CH:31][CH:30]=1. The yield is 0.950. (7) The reactants are [F:1][C:2]1[CH:8]=[CH:7][CH:6]=[C:5]([N+:9]([O-:11])=[O:10])[C:3]=1[NH2:4].CCN(C(C)C)C(C)C.[C:21](Cl)(=[O:23])[CH3:22]. The catalyst is C(Cl)Cl. The product is [F:1][C:2]1[CH:8]=[CH:7][CH:6]=[C:5]([N+:9]([O-:11])=[O:10])[C:3]=1[NH:4][C:21](=[O:23])[CH3:22]. The yield is 0.900. (8) The catalyst is C1C=CC(/C=C/C(/C=C/C2C=CC=CC=2)=O)=CC=1.C1C=CC(/C=C/C(/C=C/C2C=CC=CC=2)=O)=CC=1.C1C=CC(/C=C/C(/C=C/C2C=CC=CC=2)=O)=CC=1.[Pd].[Pd].C1(C)C=CC=CC=1. The yield is 0.380. The reactants are [NH2:1][C:2]1[N:6]([CH3:7])[N:5]=[C:4]([C:8]([CH3:11])([CH3:10])[CH3:9])[CH:3]=1.Br[C:13]1[CH:22]=[CH:21][C:20]([O:23][CH3:24])=[CH:19][C:14]=1[C:15]([O:17][CH3:18])=[O:16].C(=O)([O-])[O-].[Cs+].[Cs+].C1C=CC(P(C2C(C3C(P(C4C=CC=CC=4)C4C=CC=CC=4)=CC=C4C=3C=CC=C4)=C3C(C=CC=C3)=CC=2)C2C=CC=CC=2)=CC=1. The product is [C:8]([C:4]1[CH:3]=[C:2]([NH:1][C:13]2[CH:22]=[CH:21][C:20]([O:23][CH3:24])=[CH:19][C:14]=2[C:15]([O:17][CH3:18])=[O:16])[N:6]([CH3:7])[N:5]=1)([CH3:11])([CH3:10])[CH3:9]. (9) The reactants are [CH3:1][O:2][C:3](/[CH:5]=[CH:6]/[C:7]([O:9][CH2:10][C:11]([OH:13])=O)=[O:8])=[O:4].C(Cl)(=O)C(Cl)=O.CN(C)C=O.[C:25]([O:29][C:30](=[O:33])[CH2:31][NH2:32])([CH3:28])([CH3:27])[CH3:26]. The catalyst is ClCCl.CN(C1C=CN=CC=1)C. The product is [C:7]([O:9][CH2:10][C:11](=[O:13])[NH:32][CH2:31][C:30]([O:29][C:25]([CH3:28])([CH3:27])[CH3:26])=[O:33])(=[O:8])/[CH:6]=[CH:5]/[C:3]([O:2][CH3:1])=[O:4]. The yield is 0.200.